Dataset: Full USPTO retrosynthesis dataset with 1.9M reactions from patents (1976-2016). Task: Predict the reactants needed to synthesize the given product. (1) The reactants are: [CH3:1][O-:2].[Na+].[CH3:4][O:5][C:6]1[C:24]([O:25][CH3:26])=[CH:23][C:9]([C:10]([C:12]2[C:13](Cl)=[N:14][CH:15]=[CH:16][C:17]=2[C:18]([F:21])([F:20])[F:19])=[O:11])=[C:8]([CH3:27])[CH:7]=1.O. Given the product [CH3:4][O:5][C:6]1[C:24]([O:25][CH3:26])=[CH:23][C:9]([C:10]([C:12]2[C:13]([O:2][CH3:1])=[N:14][CH:15]=[CH:16][C:17]=2[C:18]([F:21])([F:20])[F:19])=[O:11])=[C:8]([CH3:27])[CH:7]=1, predict the reactants needed to synthesize it. (2) Given the product [NH2:8][C:9]1[C:14]([CH3:15])=[N:13][C:12]([O:16][CH:17]([CH3:21])[C:18]([N:33]([CH:30]2[CH2:29][CH2:28][N:27]([CH2:26][CH:23]3[CH2:25][CH2:24]3)[CH2:32][CH2:31]2)[CH3:34])=[O:20])=[N:11][C:10]=1[CH3:22], predict the reactants needed to synthesize it. The reactants are: C(OC([NH:8][C:9]1[C:10]([CH3:22])=[N:11][C:12]([O:16][CH:17]([CH3:21])[C:18]([OH:20])=O)=[N:13][C:14]=1[CH3:15])=O)(C)(C)C.[CH:23]1([CH2:26][N:27]2[CH2:32][CH2:31][CH:30]([NH:33][CH3:34])[CH2:29][CH2:28]2)[CH2:25][CH2:24]1. (3) Given the product [CH:18]1([NH:21][C:22]([C:24]2[C:25]3[CH:33]=[CH:32][C:31]([O:34][C:2]4[CH:7]=[CH:6][N:5]=[C:4]5[CH:8]=[C:9]([C:11]6[S:12][CH:13]=[C:14]([CH2:16][OH:17])[N:15]=6)[S:10][C:3]=45)=[CH:30][C:26]=3[S:27][C:28]=2[CH3:29])=[O:23])[CH2:20][CH2:19]1, predict the reactants needed to synthesize it. The reactants are: Cl[C:2]1[CH:7]=[CH:6][N:5]=[C:4]2[CH:8]=[C:9]([C:11]3[S:12][CH:13]=[C:14]([CH2:16][OH:17])[N:15]=3)[S:10][C:3]=12.[CH:18]1([NH:21][C:22]([C:24]2[C:25]3[CH:33]=[CH:32][C:31]([OH:34])=[CH:30][C:26]=3[S:27][C:28]=2[CH3:29])=[O:23])[CH2:20][CH2:19]1.C([O-])([O-])=O.[Cs+].[Cs+]. (4) Given the product [N:24]1([CH2:23][CH2:22][CH2:21][N:13]([C:11]2[O:12][C:8]([C:5]3[CH:6]=[CH:7][C:2]([NH:1][C:55]([C:50]4[CH:51]=[CH:52][CH:53]=[CH:54][N:49]=4)=[O:56])=[CH:3][CH:4]=3)=[N:9][N:10]=2)[C:14](=[O:20])[O:15][C:16]([CH3:18])([CH3:19])[CH3:17])[CH2:25][CH2:26][CH2:27][CH2:28][CH2:29]1, predict the reactants needed to synthesize it. The reactants are: [NH2:1][C:2]1[CH:7]=[CH:6][C:5]([C:8]2[O:12][C:11]([N:13]([CH2:21][CH2:22][CH2:23][N:24]3[CH2:29][CH2:28][CH2:27][CH2:26][CH2:25]3)[C:14](=[O:20])[O:15][C:16]([CH3:19])([CH3:18])[CH3:17])=[N:10][N:9]=2)=[CH:4][CH:3]=1.ON1C2C=CC=CC=2N=N1.C1(N=C=N)CCCCC1.[N:49]1[CH:54]=[CH:53][CH:52]=[CH:51][C:50]=1[C:55](O)=[O:56].